From a dataset of NCI-60 drug combinations with 297,098 pairs across 59 cell lines. Regression. Given two drug SMILES strings and cell line genomic features, predict the synergy score measuring deviation from expected non-interaction effect. (1) Synergy scores: CSS=2.13, Synergy_ZIP=-1.66, Synergy_Bliss=0.159, Synergy_Loewe=0.564, Synergy_HSA=0.691. Drug 2: CC(CN1CC(=O)NC(=O)C1)N2CC(=O)NC(=O)C2. Cell line: SNB-75. Drug 1: CNC(=O)C1=CC=CC=C1SC2=CC3=C(C=C2)C(=NN3)C=CC4=CC=CC=N4. (2) Drug 1: CCC(=C(C1=CC=CC=C1)C2=CC=C(C=C2)OCCN(C)C)C3=CC=CC=C3.C(C(=O)O)C(CC(=O)O)(C(=O)O)O. Drug 2: CN1C2=C(C=C(C=C2)N(CCCl)CCCl)N=C1CCCC(=O)O.Cl. Cell line: SNB-19. Synergy scores: CSS=-1.07, Synergy_ZIP=1.30, Synergy_Bliss=2.56, Synergy_Loewe=-0.616, Synergy_HSA=0.0123. (3) Drug 1: C1=CC(=CC=C1CCCC(=O)O)N(CCCl)CCCl. Drug 2: CN(CCCl)CCCl.Cl. Cell line: SF-539. Synergy scores: CSS=31.3, Synergy_ZIP=-2.16, Synergy_Bliss=-4.75, Synergy_Loewe=-4.36, Synergy_HSA=-3.24. (4) Drug 1: C1=CC(=CC=C1CCCC(=O)O)N(CCCl)CCCl. Drug 2: C(=O)(N)NO. Cell line: OVCAR-4. Synergy scores: CSS=-5.10, Synergy_ZIP=1.90, Synergy_Bliss=-0.0891, Synergy_Loewe=-6.00, Synergy_HSA=-4.73. (5) Cell line: SF-295. Drug 2: CC1C(C(CC(O1)OC2CC(CC3=C2C(=C4C(=C3O)C(=O)C5=CC=CC=C5C4=O)O)(C(=O)C)O)N)O. Synergy scores: CSS=35.7, Synergy_ZIP=-3.21, Synergy_Bliss=-3.86, Synergy_Loewe=-1.85, Synergy_HSA=0.00737. Drug 1: CC1=C2C(C(=O)C3(C(CC4C(C3C(C(C2(C)C)(CC1OC(=O)C(C(C5=CC=CC=C5)NC(=O)C6=CC=CC=C6)O)O)OC(=O)C7=CC=CC=C7)(CO4)OC(=O)C)O)C)OC(=O)C. (6) Drug 1: CCC1(CC2CC(C3=C(CCN(C2)C1)C4=CC=CC=C4N3)(C5=C(C=C6C(=C5)C78CCN9C7C(C=CC9)(C(C(C8N6C=O)(C(=O)OC)O)OC(=O)C)CC)OC)C(=O)OC)O.OS(=O)(=O)O. Drug 2: C1=NC2=C(N=C(N=C2N1C3C(C(C(O3)CO)O)F)Cl)N. Cell line: 786-0. Synergy scores: CSS=13.7, Synergy_ZIP=-4.03, Synergy_Bliss=-1.58, Synergy_Loewe=-6.63, Synergy_HSA=-4.82. (7) Drug 1: CC1=C(C=C(C=C1)NC2=NC=CC(=N2)N(C)C3=CC4=NN(C(=C4C=C3)C)C)S(=O)(=O)N.Cl. Drug 2: C1=NC(=NC(=O)N1C2C(C(C(O2)CO)O)O)N. Cell line: MALME-3M. Synergy scores: CSS=1.26, Synergy_ZIP=0.0252, Synergy_Bliss=0.0491, Synergy_Loewe=-3.60, Synergy_HSA=-3.53. (8) Drug 1: C1CN1C2=NC(=NC(=N2)N3CC3)N4CC4. Drug 2: CCC1(C2=C(COC1=O)C(=O)N3CC4=CC5=C(C=CC(=C5CN(C)C)O)N=C4C3=C2)O.Cl. Cell line: SN12C. Synergy scores: CSS=59.6, Synergy_ZIP=1.16, Synergy_Bliss=0.677, Synergy_Loewe=6.10, Synergy_HSA=6.61.